This data is from Forward reaction prediction with 1.9M reactions from USPTO patents (1976-2016). The task is: Predict the product of the given reaction. (1) Given the reactants [Br:1][C:2]1[CH:7]=[C:6]([CH3:8])[C:5]([CH:9]2[C:13](=[O:14])[CH:12]=[CH:11][C:10]2=[O:15])=[C:4]([CH3:16])[CH:3]=1, predict the reaction product. The product is: [Br:1][C:2]1[CH:3]=[C:4]([CH3:16])[C:5]([CH:9]2[C:13](=[O:14])[CH2:12][CH2:11][C:10]2=[O:15])=[C:6]([CH3:8])[CH:7]=1. (2) Given the reactants CN(C)C(=O)[S:4][C:5]1[CH:10]=[C:9]([F:11])[CH:8]=[CH:7][C:6]=1[Br:12], predict the reaction product. The product is: [Br:12][C:6]1[CH:7]=[CH:8][C:9]([F:11])=[CH:10][C:5]=1[SH:4].